Dataset: NCI-60 drug combinations with 297,098 pairs across 59 cell lines. Task: Regression. Given two drug SMILES strings and cell line genomic features, predict the synergy score measuring deviation from expected non-interaction effect. (1) Drug 1: C1=CC(=CC=C1CCCC(=O)O)N(CCCl)CCCl. Drug 2: C1CN1P(=S)(N2CC2)N3CC3. Synergy scores: CSS=5.63, Synergy_ZIP=-5.90, Synergy_Bliss=-7.26, Synergy_Loewe=-17.4, Synergy_HSA=-4.89. Cell line: KM12. (2) Drug 1: CS(=O)(=O)C1=CC(=C(C=C1)C(=O)NC2=CC(=C(C=C2)Cl)C3=CC=CC=N3)Cl. Drug 2: C1CCC(C(C1)N)N.C(=O)(C(=O)[O-])[O-].[Pt+4]. Cell line: ACHN. Synergy scores: CSS=18.8, Synergy_ZIP=2.20, Synergy_Bliss=5.36, Synergy_Loewe=-22.3, Synergy_HSA=3.74. (3) Cell line: SW-620. Drug 1: CN1CCC(CC1)COC2=C(C=C3C(=C2)N=CN=C3NC4=C(C=C(C=C4)Br)F)OC. Synergy scores: CSS=47.3, Synergy_ZIP=3.06, Synergy_Bliss=2.00, Synergy_Loewe=-6.92, Synergy_HSA=1.99. Drug 2: COC1=CC(=CC(=C1O)OC)C2C3C(COC3=O)C(C4=CC5=C(C=C24)OCO5)OC6C(C(C7C(O6)COC(O7)C8=CC=CS8)O)O. (4) Cell line: HCC-2998. Drug 2: C1=CC=C(C=C1)NC(=O)CCCCCCC(=O)NO. Drug 1: CC1=C2C(C(=O)C3(C(CC4C(C3C(C(C2(C)C)(CC1OC(=O)C(C(C5=CC=CC=C5)NC(=O)OC(C)(C)C)O)O)OC(=O)C6=CC=CC=C6)(CO4)OC(=O)C)O)C)O. Synergy scores: CSS=20.5, Synergy_ZIP=4.02, Synergy_Bliss=10.5, Synergy_Loewe=9.64, Synergy_HSA=11.0. (5) Drug 1: CCCCCOC(=O)NC1=NC(=O)N(C=C1F)C2C(C(C(O2)C)O)O. Drug 2: CCN(CC)CCNC(=O)C1=C(NC(=C1C)C=C2C3=C(C=CC(=C3)F)NC2=O)C. Cell line: NCI/ADR-RES. Synergy scores: CSS=-0.460, Synergy_ZIP=3.64, Synergy_Bliss=4.19, Synergy_Loewe=-0.203, Synergy_HSA=-1.41. (6) Drug 1: CN(C(=O)NC(C=O)C(C(C(CO)O)O)O)N=O. Drug 2: C1CN(P(=O)(OC1)NCCCl)CCCl. Cell line: IGROV1. Synergy scores: CSS=-2.34, Synergy_ZIP=1.46, Synergy_Bliss=-1.31, Synergy_Loewe=-2.54, Synergy_HSA=-3.64. (7) Drug 1: CC1=CC=C(C=C1)C2=CC(=NN2C3=CC=C(C=C3)S(=O)(=O)N)C(F)(F)F. Drug 2: C1C(C(OC1N2C=NC3=C2NC=NCC3O)CO)O. Cell line: HCC-2998. Synergy scores: CSS=-1.43, Synergy_ZIP=-1.02, Synergy_Bliss=-3.40, Synergy_Loewe=-3.83, Synergy_HSA=-4.06. (8) Drug 1: CC1OCC2C(O1)C(C(C(O2)OC3C4COC(=O)C4C(C5=CC6=C(C=C35)OCO6)C7=CC(=C(C(=C7)OC)O)OC)O)O. Drug 2: COC1=C2C(=CC3=C1OC=C3)C=CC(=O)O2. Cell line: UO-31. Synergy scores: CSS=11.1, Synergy_ZIP=-3.68, Synergy_Bliss=-0.0478, Synergy_Loewe=-6.81, Synergy_HSA=-1.48. (9) Drug 1: CN1C(=O)N2C=NC(=C2N=N1)C(=O)N. Drug 2: C1CNP(=O)(OC1)N(CCCl)CCCl. Cell line: RPMI-8226. Synergy scores: CSS=-4.79, Synergy_ZIP=4.92, Synergy_Bliss=2.15, Synergy_Loewe=-4.90, Synergy_HSA=-4.75.